Dataset: Forward reaction prediction with 1.9M reactions from USPTO patents (1976-2016). Task: Predict the product of the given reaction. (1) Given the reactants [F:1][C:2]1[CH:30]=[CH:29][CH:28]=[CH:27][C:3]=1[O:4][C:5]1[N:6]=[CH:7][C:8]2[N:13]=[C:12]([C:14]3[CH:24]=[C:23]([CH3:25])[C:17]([O:18][CH2:19][C:20](Cl)=[O:21])=[C:16]([CH3:26])[CH:15]=3)[O:11][C:9]=2[N:10]=1.Cl.C([O:36][C:37](=[O:43])[C@@H:38]1[CH2:42][CH2:41][CH2:40][NH:39]1)(C)(C)C.C(N(CC)CC)C, predict the reaction product. The product is: [F:1][C:2]1[CH:30]=[CH:29][CH:28]=[CH:27][C:3]=1[O:4][C:5]1[N:6]=[CH:7][C:8]2[N:13]=[C:12]([C:14]3[CH:24]=[C:23]([CH3:25])[C:17]([O:18][CH2:19][C:20]([N:39]4[CH2:40][CH2:41][CH2:42][C@H:38]4[C:37]([OH:43])=[O:36])=[O:21])=[C:16]([CH3:26])[CH:15]=3)[O:11][C:9]=2[N:10]=1. (2) Given the reactants [Cl-].[Li+].[CH2:3]([O:10][C:11]1[C:16](=[O:17])[C:15](Br)=[CH:14][N:13]([C:19]2[CH:20]=[C:21]([C:25]3[CH:30]=[CH:29][CH:28]=[CH:27][CH:26]=3)[CH:22]=[CH:23][CH:24]=2)[CH:12]=1)[C:4]1[CH:9]=[CH:8][CH:7]=[CH:6][CH:5]=1.[CH3:31][O:32][B:33](OC)[O:34][CH3:35], predict the reaction product. The product is: [CH3:31][O:32][B:33]([C:15]1[C:16](=[O:17])[C:11]([O:10][CH2:3][C:4]2[CH:9]=[CH:8][CH:7]=[CH:6][CH:5]=2)=[CH:12][N:13]([C:19]2[CH:20]=[C:21]([C:25]3[CH:30]=[CH:29][CH:28]=[CH:27][CH:26]=3)[CH:22]=[CH:23][CH:24]=2)[CH:14]=1)[O:34][CH3:35]. (3) Given the reactants [Li]CCCC.[C:6]([Si:10]([CH3:16])([CH3:15])[O:11][CH2:12][C:13]#[CH:14])([CH3:9])([CH3:8])[CH3:7].CON(C)[C:20](=[O:27])[C:21]1[CH:26]=[CH:25][CH:24]=[CH:23][CH:22]=1, predict the reaction product. The product is: [Si:10]([O:11][CH2:12][C:13]#[C:14][C:20]([C:21]1[CH:26]=[CH:25][CH:24]=[CH:23][CH:22]=1)=[O:27])([C:6]([CH3:8])([CH3:9])[CH3:7])([CH3:15])[CH3:16]. (4) Given the reactants CC1(C)CCC[C:4](C)(C)[NH:3]1.C([Li])CCC.[Br:16][C:17]1[CH:25]=[CH:24][C:20]([C:21]([OH:23])=O)=[CH:19][N:18]=1.Cl.[NH2:27]N, predict the reaction product. The product is: [Br:16][C:17]1[N:18]=[CH:19][C:20]2[C:21](=[O:23])[NH:27][N:3]=[CH:4][C:24]=2[CH:25]=1. (5) Given the reactants [C:1]([O:5][C:6](=[O:24])[NH:7][C:8]1[CH:13]=[C:12]([N:14]2[CH2:18][CH2:17][CH2:16][CH2:15]2)[C:11]([C:19]([F:22])([F:21])[F:20])=[CH:10][C:9]=1[NH2:23])([CH3:4])([CH3:3])[CH3:2].C([O:29][C:30](=O)[CH2:31][C:32]([C:34]1[CH:39]=[CH:38][N:37]=[C:36]([C:40]#[N:41])[CH:35]=1)=[O:33])(C)(C)C, predict the reaction product. The product is: [C:1]([O:5][C:6](=[O:24])[NH:7][C:8]1[CH:13]=[C:12]([N:14]2[CH2:18][CH2:17][CH2:16][CH2:15]2)[C:11]([C:19]([F:21])([F:22])[F:20])=[CH:10][C:9]=1[NH:23][C:30](=[O:29])[CH2:31][C:32]([C:34]1[CH:39]=[CH:38][N:37]=[C:36]([C:40]#[N:41])[CH:35]=1)=[O:33])([CH3:4])([CH3:2])[CH3:3]. (6) Given the reactants Cl[C:2]1[N:7]=[N:6][C:5]([C:8]2[CH2:13][CH2:12][N:11]([C:14]([O:16][C:17]([CH3:20])([CH3:19])[CH3:18])=[O:15])[CH2:10][CH:9]=2)=[CH:4][CH:3]=1.O.[NH2:22][NH2:23], predict the reaction product. The product is: [NH:22]([C:2]1[N:7]=[N:6][C:5]([C:8]2[CH2:13][CH2:12][N:11]([C:14]([O:16][C:17]([CH3:20])([CH3:19])[CH3:18])=[O:15])[CH2:10][CH:9]=2)=[CH:4][CH:3]=1)[NH2:23]. (7) Given the reactants Cl[C:2](Cl)([O:4]C(=O)OC(Cl)(Cl)Cl)Cl.[NH2:13][C:14]1[CH:18]=[C:17]([Br:19])[S:16][C:15]=1[C:20]([O:22][CH3:23])=[O:21].[NH2:24][CH:25]1[CH2:30][CH2:29][N:28]([C:31]([O:33][C:34]([CH3:37])([CH3:36])[CH3:35])=[O:32])[CH2:27][CH2:26]1.[Cl-].[Na+], predict the reaction product. The product is: [Br:19][C:17]1[S:16][C:15]([C:20]([O:22][CH3:23])=[O:21])=[C:14]([NH:13][C:2]([NH:24][CH:25]2[CH2:26][CH2:27][N:28]([C:31]([O:33][C:34]([CH3:37])([CH3:36])[CH3:35])=[O:32])[CH2:29][CH2:30]2)=[O:4])[CH:18]=1. (8) Given the reactants Br[C:2]1[CH:30]=[CH:29][C:5]([CH2:6][C:7]2[C:8]([CH:23]3[CH2:28][CH2:27][CH2:26][CH2:25][CH2:24]3)=[N:9][N:10]([C:12]3[CH:17]=[CH:16][C:15]([O:18][C:19]([F:22])([F:21])[F:20])=[CH:14][CH:13]=3)[CH:11]=2)=[CH:4][CH:3]=1.[CH3:31][N:32](C=O)C, predict the reaction product. The product is: [CH:23]1([C:8]2[C:7]([CH2:6][C:5]3[CH:4]=[CH:3][C:2]([C:31]#[N:32])=[CH:30][CH:29]=3)=[CH:11][N:10]([C:12]3[CH:17]=[CH:16][C:15]([O:18][C:19]([F:20])([F:22])[F:21])=[CH:14][CH:13]=3)[N:9]=2)[CH2:24][CH2:25][CH2:26][CH2:27][CH2:28]1. (9) Given the reactants Br[CH2:2][CH2:3][CH2:4][CH2:5][CH2:6][C:7]([O:9][CH2:10][CH3:11])=[O:8].[Na+].[I-:13], predict the reaction product. The product is: [I:13][CH2:2][CH2:3][CH2:4][CH2:5][CH2:6][C:7]([O:9][CH2:10][CH3:11])=[O:8].